From a dataset of Forward reaction prediction with 1.9M reactions from USPTO patents (1976-2016). Predict the product of the given reaction. (1) Given the reactants [CH2:1]([NH2:12])[CH2:2][CH2:3][CH2:4][CH2:5][CH2:6][CH2:7][CH2:8][CH2:9][C:10]#[CH:11].[C:13](=O)(O)[O-:14].[Na+], predict the reaction product. The product is: [N:12]([CH2:1][CH2:2][CH2:3][CH2:4][CH2:5][CH2:6][CH2:7][CH2:8][CH2:9][C:10]#[CH:11])=[C:13]=[O:14]. (2) Given the reactants [C:1]1([C:7](=O)[CH2:8][C:9]2[CH:14]=[CH:13][N:12]=[CH:11][CH:10]=2)[CH:6]=[CH:5][CH:4]=[CH:3][CH:2]=1.[CH2:16]([O:18][C:19]1[CH:20]=[C:21]([CH:24]=[C:25]([N+:28]([O-:30])=[O:29])[C:26]=1[OH:27])[CH:22]=O)[CH3:17].[NH2:31][C:32]([NH2:34])=[O:33].Cl, predict the reaction product. The product is: [CH2:16]([O:18][C:19]1[CH:20]=[C:21]([CH:22]2[C:8]([C:9]3[CH:14]=[CH:13][N:12]=[CH:11][CH:10]=3)=[C:7]([C:1]3[CH:6]=[CH:5][CH:4]=[CH:3][CH:2]=3)[NH:34][C:32](=[O:33])[NH:31]2)[CH:24]=[C:25]([N+:28]([O-:30])=[O:29])[C:26]=1[OH:27])[CH3:17]. (3) Given the reactants [NH:1]1[CH2:6][CH2:5][CH2:4][CH2:3][C@@H:2]1[C:7]([NH:9][C@H:10]([C:12]1[CH:21]=[CH:20][C:15]([C:16]([O:18][CH3:19])=[O:17])=[CH:14][CH:13]=1)[CH3:11])=[O:8].[F:22][C:23]1[CH:24]=[C:25]([CH:28]=[CH:29][CH:30]=1)[CH2:26]Br.C([O-])([O-])=O.[Na+].[Na+], predict the reaction product. The product is: [F:22][C:23]1[CH:24]=[C:25]([CH:28]=[CH:29][CH:30]=1)[CH2:26][N:1]1[CH2:6][CH2:5][CH2:4][CH2:3][C@@H:2]1[C:7]([NH:9][C@H:10]([C:12]1[CH:13]=[CH:14][C:15]([C:16]([O:18][CH3:19])=[O:17])=[CH:20][CH:21]=1)[CH3:11])=[O:8]. (4) Given the reactants [N:1]([C:4]1[CH:9]=[CH:8][CH:7]=[CH:6][C:5]=1[F:10])=[N+:2]=[N-:3].[C:11]([O:17]CC)(=[O:16])[CH2:12][C:13]([CH3:15])=O.[O-]CC.[Na+].[OH-].[Na+], predict the reaction product. The product is: [F:10][C:5]1[CH:6]=[CH:7][CH:8]=[CH:9][C:4]=1[N:1]1[C:13]([CH3:15])=[C:12]([C:11]([OH:17])=[O:16])[N:3]=[N:2]1. (5) Given the reactants [F:1][C:2]1[CH:3]=[C:4]([CH:22]=[CH:23][CH:24]=1)[O:5][C:6]1[CH:15]=[C:14]2[C:9]([C:10]([OH:21])=[C:11]([C:17]([O:19][CH3:20])=[O:18])[N:12]=[C:13]2I)=[CH:8][CH:7]=1.[C:25]([Cu])#[N:26].C(Cl)Cl, predict the reaction product. The product is: [C:25]([C:13]1[C:14]2[C:9](=[CH:8][CH:7]=[C:6]([O:5][C:4]3[CH:22]=[CH:23][CH:24]=[C:2]([F:1])[CH:3]=3)[CH:15]=2)[C:10]([OH:21])=[C:11]([C:17]([O:19][CH3:20])=[O:18])[N:12]=1)#[N:26]. (6) Given the reactants [C:1]1(=[O:18])[N:5]([CH:6]2[CH2:11][CH2:10][C:9](=[O:12])[CH2:8][CH2:7]2)[C:4](=[O:13])[C:3]2=[CH:14][CH:15]=[CH:16][CH:17]=[C:2]12.[Br:19]Br.[Al+3].[Cl-].[Cl-].[Cl-], predict the reaction product. The product is: [Br:19][CH:7]1[CH:6]([N:5]2[C:4](=[O:13])[C:3]3=[CH:14][CH:15]=[CH:16][CH:17]=[C:2]3[C:1]2=[O:18])[CH2:11][CH2:10][C:9](=[O:12])[CH2:8]1. (7) Given the reactants [F:1][C:2]1[CH:7]=[C:6]([O:8]C)[C:5]([F:10])=[CH:4][C:3]=1[C:11]1[C:12]([CH3:18])([CH3:17])[C:13](=[O:16])[NH:14][N:15]=1.[Cl-].[Al+3].[Cl-].[Cl-], predict the reaction product. The product is: [F:1][C:2]1[CH:7]=[C:6]([OH:8])[C:5]([F:10])=[CH:4][C:3]=1[C:11]1[C:12]([CH3:18])([CH3:17])[C:13](=[O:16])[NH:14][N:15]=1. (8) The product is: [ClH:3].[CH3:5][C@H:6]1[CH2:11][CH2:10][C@H:9]([NH2:12])[CH2:8][CH2:7]1. Given the reactants S(Cl)([Cl:3])=O.[CH3:5][C@H:6]1[CH2:11][CH2:10][C@H:9]([NH:12]C(C2C=NC3C(C=2Cl)=C(F)C=C(F)C=3)=O)[CH2:8][CH2:7]1, predict the reaction product. (9) Given the reactants Br[C:2]1[CH:3]=[N:4][CH:5]=[CH:6][C:7]=1[CH:8]([OH:13])[CH2:9][CH2:10][CH2:11][CH3:12].[Li]CCCC.[SiH:19](Cl)([CH3:21])[CH3:20], predict the reaction product. The product is: [CH2:9]([CH:8]1[C:7]2[C:2](=[CH:3][N:4]=[CH:5][CH:6]=2)[Si:19]([CH3:21])([CH3:20])[O:13]1)[CH2:10][CH2:11][CH3:12]. (10) Given the reactants [CH3:1][N:2]([CH3:16])[C:3]1[N:8]=[CH:7][C:6]([CH:9]2[CH2:14][CH2:13][C:12](=O)[CH2:11][CH2:10]2)=[CH:5][N:4]=1.[NH:17]1[CH2:20][CH:19]([NH:21][C:22]([CH2:24][NH:25][C:26](=[O:37])[C:27]2[CH:32]=[CH:31][CH:30]=[C:29]([C:33]([F:36])([F:35])[F:34])[CH:28]=2)=[O:23])[CH2:18]1, predict the reaction product. The product is: [CH3:1][N:2]([CH3:16])[C:3]1[N:8]=[CH:7][C:6]([CH:9]2[CH2:14][CH2:13][CH:12]([N:17]3[CH2:20][CH:19]([NH:21][C:22]([CH2:24][NH:25][C:26](=[O:37])[C:27]4[CH:32]=[CH:31][CH:30]=[C:29]([C:33]([F:36])([F:34])[F:35])[CH:28]=4)=[O:23])[CH2:18]3)[CH2:11][CH2:10]2)=[CH:5][N:4]=1.